Dataset: Forward reaction prediction with 1.9M reactions from USPTO patents (1976-2016). Task: Predict the product of the given reaction. (1) Given the reactants C(=O)CC.[NH2:5][C:6]1[CH:15]=[CH:14][C:9]([C:10]([NH:12][CH3:13])=[O:11])=CC=1.P(O)(O[C:19]1[CH:24]=[CH:23]C=[CH:21][CH:20]=1)(O[C:19]1[CH:24]=[CH:23]C=[CH:21][CH:20]=1)=O.[CH:33](/[NH:36][C:37](=[O:46])[O:38][CH2:39][C:40]1[CH:45]=[CH:44][CH:43]=[CH:42][CH:41]=1)=[CH:34]\[CH3:35], predict the reaction product. The product is: [CH2:20]([C@H:19]1[C@H:24]([CH3:23])[C@@H:33]([NH:36][C:37](=[O:46])[O:38][CH2:39][C:40]2[CH:41]=[CH:42][CH:43]=[CH:44][CH:45]=2)[C:34]2[C:6](=[CH:15][CH:14]=[C:9]([C:10](=[O:11])[NH:12][CH3:13])[CH:35]=2)[NH:5]1)[CH3:21]. (2) Given the reactants [NH:1]1[C:5]2[CH:6]=[CH:7][CH:8]=[C:9]([CH2:10][OH:11])[C:4]=2[N:3]=[CH:2]1.C(Cl)Cl.N1C=CC=CC=1.CC(OI1(OC(C)=O)(OC(C)=O)OC(=O)C2C=CC=CC1=2)=O, predict the reaction product. The product is: [NH:1]1[C:5]2[CH:6]=[CH:7][CH:8]=[C:9]([CH:10]=[O:11])[C:4]=2[N:3]=[CH:2]1. (3) Given the reactants NC(N)=O.[NH2:5][C:6]1[C:7]([OH:21])=[C:8]([S:13]([NH:16][CH2:17][CH:18]2[CH2:20][CH2:19]2)(=[O:15])=[O:14])[C:9]([Cl:12])=[CH:10][CH:11]=1.[Cl:22][C:23]1[CH:28]=[CH:27][CH:26]=[CH:25][C:24]=1[N:29]=[C:30]=[O:31], predict the reaction product. The product is: [Cl:12][C:9]1[CH:10]=[CH:11][C:6]([NH:5][C:30]([NH:29][C:24]2[CH:25]=[CH:26][CH:27]=[CH:28][C:23]=2[Cl:22])=[O:31])=[C:7]([OH:21])[C:8]=1[S:13]([NH:16][CH2:17][CH:18]1[CH2:20][CH2:19]1)(=[O:14])=[O:15]. (4) Given the reactants [CH3:1][S:2]([C:5]1[CH:10]=[CH:9][C:8]([C:11]2[CH:20]=[CH:19][C:18]3[C:13](=[CH:14][CH:15]=[C:16]([O:21][CH3:22])[CH:17]=3)[C:12]=2[O:23][C:24]2[CH:29]=[CH:28][C:27]([NH2:30])=[CH:26][CH:25]=2)=[CH:7][CH:6]=1)(=[O:4])=[O:3].[C:31](O[C:31]([O:33][C:34]([CH3:37])([CH3:36])[CH3:35])=[O:32])([O:33][C:34]([CH3:37])([CH3:36])[CH3:35])=[O:32], predict the reaction product. The product is: [C:34]([O:33][C:31](=[O:32])[NH:30][C:27]1[CH:26]=[CH:25][C:24]([O:23][C:12]2[C:13]3[C:18](=[CH:17][C:16]([O:21][CH3:22])=[CH:15][CH:14]=3)[CH:19]=[CH:20][C:11]=2[C:8]2[CH:7]=[CH:6][C:5]([S:2]([CH3:1])(=[O:3])=[O:4])=[CH:10][CH:9]=2)=[CH:29][CH:28]=1)([CH3:37])([CH3:36])[CH3:35]. (5) Given the reactants [F:1][C:2]1[CH:39]=[CH:38][C:5]([O:6][C@@H:7]2[C@@H:15]([O:16][C:17]3[CH:22]=[CH:21][C:20]([F:23])=[CH:19][CH:18]=3)[C@H:14]([CH3:24])[O:13][C:12](=[O:25])[C@@H:11]([NH:26][C:27](=[O:37])[C:28]3[C:33]([OH:34])=[C:32]([O:35][CH3:36])[CH:31]=[CH:30][N:29]=3)[CH2:10][O:9][CH2:8]2)=[CH:4][CH:3]=1.[C:40](Cl)(=[O:42])[CH3:41], predict the reaction product. The product is: [C:40]([O:34][C:33]1[C:28]([C:27](=[O:37])[NH:26][C@H:11]2[CH2:10][O:9][CH2:8][C@H:7]([O:6][C:5]3[CH:4]=[CH:3][C:2]([F:1])=[CH:39][CH:38]=3)[C@@H:15]([O:16][C:17]3[CH:18]=[CH:19][C:20]([F:23])=[CH:21][CH:22]=3)[C@H:14]([CH3:24])[O:13][C:12]2=[O:25])=[N:29][CH:30]=[CH:31][C:32]=1[O:35][CH3:36])(=[O:42])[CH3:41].